This data is from Catalyst prediction with 721,799 reactions and 888 catalyst types from USPTO. The task is: Predict which catalyst facilitates the given reaction. (1) Reactant: [NH:1]1[C:9]2[C:4](=[CH:5][CH:6]=[CH:7][CH:8]=2)[C:3]([CH2:10][CH2:11][C:12]([OH:14])=O)=[CH:2]1.C(N1C=CN=C1)(N1C=CN=C1)=O.[Cl:27][C:28]1[CH:29]=[C:30]2[C:39](=[CH:40][CH:41]=1)[C:38]([NH:42][CH2:43][CH2:44][CH2:45][CH2:46][CH2:47][CH2:48][CH2:49][CH2:50][CH2:51][NH2:52])=[C:37]1[C:32]([CH2:33][CH2:34][CH2:35][CH2:36]1)=[N:31]2. Product: [Cl:27][C:28]1[CH:29]=[C:30]2[C:39](=[CH:40][CH:41]=1)[C:38]([NH:42][CH2:43][CH2:44][CH2:45][CH2:46][CH2:47][CH2:48][CH2:49][CH2:50][CH2:51][NH:52][C:12](=[O:14])[CH2:11][CH2:10][C:3]1[C:4]3[C:9](=[CH:8][CH:7]=[CH:6][CH:5]=3)[NH:1][CH:2]=1)=[C:37]1[C:32]([CH2:33][CH2:34][CH2:35][CH2:36]1)=[N:31]2. The catalyst class is: 1. (2) The catalyst class is: 14. Reactant: [CH2:1]([C:3]1[C:8]([O:9][CH2:10][C:11](OC)=[O:12])=[CH:7][CH:6]=[C:5]([CH3:15])[N:4]=1)[CH3:2].[NH2:16][NH2:17]. Product: [CH2:1]([C:3]1[C:8]([O:9][CH2:10][C:11]([NH:16][NH2:17])=[O:12])=[CH:7][CH:6]=[C:5]([CH3:15])[N:4]=1)[CH3:2]. (3) The catalyst class is: 1. Product: [NH2:17][CH:15]=[N:16][C:2]([NH:1][C:4]1[CH:9]=[CH:8][C:7]([O:10][CH3:11])=[C:6]([O:12][CH3:13])[CH:5]=1)=[S:3]. Reactant: [N:1]([C:4]1[CH:9]=[CH:8][C:7]([O:10][CH3:11])=[C:6]([O:12][CH3:13])[CH:5]=1)=[C:2]=[S:3].Cl.[CH:15]([NH2:17])=[NH:16].[OH-].[Na+].